From a dataset of Forward reaction prediction with 1.9M reactions from USPTO patents (1976-2016). Predict the product of the given reaction. (1) Given the reactants [CH2:1]1[C:10]2[C:5](=[CH:6][CH:7]=[CH:8][CH:9]=2)[CH2:4][C@@H:3]([C:11]([OH:13])=[O:12])[NH:2]1.O=S(Cl)[Cl:16].[CH3:18]O, predict the reaction product. The product is: [ClH:16].[CH2:1]1[C:10]2[C:5](=[CH:6][CH:7]=[CH:8][CH:9]=2)[CH2:4][C@H:3]([C:11]([O:13][CH3:18])=[O:12])[NH:2]1. (2) Given the reactants [Cl:1][C:2]1[C:11]2[C:6](=[CH:7][C:8]([F:13])=[C:9]([F:12])[CH:10]=2)[N:5]=[C:4]2[N:14]([C:18]3[CH:19]=[N:20][CH:21]=[CH:22][CH:23]=3)[N:15]=[C:16]([CH3:17])[C:3]=12.[ClH:24].C([OH:27])C, predict the reaction product. The product is: [ClH:1].[ClH:24].[F:12][C:9]1[CH:10]=[C:11]2[C:6](=[CH:7][C:8]=1[F:13])[NH:5][C:4]1[N:14]([C:18]3[CH:19]=[N:20][CH:21]=[CH:22][CH:23]=3)[N:15]=[C:16]([CH3:17])[C:3]=1[C:2]2=[O:27].